From a dataset of Forward reaction prediction with 1.9M reactions from USPTO patents (1976-2016). Predict the product of the given reaction. (1) The product is: [Si:1]([O:8][C@@H:9]1[CH2:13][C:12](=[O:14])[CH:11]=[CH:10]1)([C:4]([CH3:7])([CH3:6])[CH3:5])([CH3:3])[CH3:2]. Given the reactants [Si:1]([O:8][C@@H:9]1[CH2:13][C@H:12]([OH:14])[CH:11]=[CH:10]1)([C:4]([CH3:7])([CH3:6])[CH3:5])([CH3:3])[CH3:2].C[N+]1([O-])CCOCC1, predict the reaction product. (2) Given the reactants B(Cl)(Cl)Cl.C(OC([N:12]1[CH2:17][CH2:16][N:15]([C:18]2[C:19]([C:23]3[CH:28]=[C:27]([Cl:29])[C:26]([O:30]CC4C=CC=CC=4)=[CH:25][C:24]=3[O:38]CC3C=CC=CC=3)=[N:20][NH:21][CH:22]=2)[CH2:14][CH2:13]1)=O)(C)(C)C.C(=O)(O)[O-].[Na+], predict the reaction product. The product is: [NH3:12].[Cl:29][C:27]1[CH:28]=[C:23]([C:19]2[C:18]([N:15]3[CH2:16][CH2:17][NH:12][CH2:13][CH2:14]3)=[CH:22][NH:21][N:20]=2)[C:24]([OH:38])=[CH:25][C:26]=1[OH:30]. (3) The product is: [C:1]1([CH:7]([C:13]2[CH:18]=[CH:17][C:16]([NH:19][S:20]([CH3:23])(=[O:22])=[O:21])=[C:15]([F:24])[CH:14]=2)[C:8]([OH:10])=[O:9])[CH:6]=[CH:5][CH:4]=[CH:3][CH:2]=1. Given the reactants [C:1]1([CH:7]([C:13]2[CH:18]=[CH:17][C:16]([NH:19][S:20]([CH3:23])(=[O:22])=[O:21])=[C:15]([F:24])[CH:14]=2)[C:8]([O:10]CC)=[O:9])[CH:6]=[CH:5][CH:4]=[CH:3][CH:2]=1.[Li+].[OH-], predict the reaction product.